Dataset: Reaction yield outcomes from USPTO patents with 853,638 reactions. Task: Predict the reaction yield, written as a fraction of the theoretical maximum amount of product (1.0 means a 100% yield; for example, 0.34 means a 34% yield). (1) The reactants are [C:1]([C:3]1[CH:4]=[C:5]([CH:7]=[C:8]([F:10])[CH:9]=1)[NH2:6])#[CH:2].Br.Br[CH:13]([C:15]1[CH:16]=[C:17]([C:32]([N:34]([CH3:36])[CH3:35])=[O:33])[CH:18]=[C:19]2[C:24]=1[O:23][C:22]([N:25]1[CH2:30][CH2:29][O:28][CH2:27][CH2:26]1)=[CH:21][C:20]2=[O:31])[CH3:14]. No catalyst specified. The product is [C:1]([C:3]1[CH:4]=[C:5]([NH:6][CH:13]([C:15]2[CH:16]=[C:17]([C:32]([N:34]([CH3:36])[CH3:35])=[O:33])[CH:18]=[C:19]3[C:24]=2[O:23][C:22]([N:25]2[CH2:30][CH2:29][O:28][CH2:27][CH2:26]2)=[CH:21][C:20]3=[O:31])[CH3:14])[CH:7]=[C:8]([F:10])[CH:9]=1)#[CH:2]. The yield is 0.560. (2) The catalyst is C(Cl)Cl. The yield is 0.510. The reactants are [NH2:1][C:2]1[N:10]=[CH:9][N:8]=[C:7]2[C:3]=1[N:4]=[CH:5][N:6]2[C@H:11]1[C@@H:15]2[O:16][C:17]([CH3:20])([CH3:19])[O:18][C@@H:14]2[C@@H:13]([CH2:21][N:22]([CH:28]([CH3:30])[CH3:29])[CH2:23][CH2:24][CH2:25][CH2:26][NH2:27])[O:12]1.[C:31]([C:35]1[CH:40]=[CH:39][C:38]([N:41]=[C:42]=[O:43])=[CH:37][CH:36]=1)([CH3:34])([CH3:33])[CH3:32]. The product is [NH2:1][C:2]1[N:10]=[CH:9][N:8]=[C:7]2[C:3]=1[N:4]=[CH:5][N:6]2[C@H:11]1[C@@H:15]2[O:16][C:17]([CH3:19])([CH3:20])[O:18][C@@H:14]2[C@@H:13]([CH2:21][N:22]([CH:28]([CH3:30])[CH3:29])[CH2:23][CH2:24][CH2:25][CH2:26][NH:27][C:42]([NH:41][C:38]2[CH:39]=[CH:40][C:35]([C:31]([CH3:34])([CH3:33])[CH3:32])=[CH:36][CH:37]=2)=[O:43])[O:12]1. (3) The reactants are C[O:2][C:3](=[O:42])[CH2:4][C:5]1[CH:10]=[CH:9][CH:8]=[C:7]([CH2:11][CH2:12][CH2:13][CH2:14][N:15]([CH2:30][C:31]2[CH:36]=[CH:35][CH:34]=[C:33]([C:37]([F:40])([F:39])[F:38])[C:32]=2[Cl:41])[CH2:16][CH:17]([C:24]2[CH:29]=[CH:28][CH:27]=[CH:26][CH:25]=2)[C:18]2[CH:23]=[CH:22][CH:21]=[CH:20][CH:19]=2)[CH:6]=1.[OH-].[Na+].Cl. The catalyst is CO.O. The product is [Cl:41][C:32]1[C:33]([C:37]([F:38])([F:39])[F:40])=[CH:34][CH:35]=[CH:36][C:31]=1[CH2:30][N:15]([CH2:16][CH:17]([C:18]1[CH:23]=[CH:22][CH:21]=[CH:20][CH:19]=1)[C:24]1[CH:25]=[CH:26][CH:27]=[CH:28][CH:29]=1)[CH2:14][CH2:13][CH2:12][CH2:11][C:7]1[CH:6]=[C:5]([CH2:4][C:3]([OH:42])=[O:2])[CH:10]=[CH:9][CH:8]=1. The yield is 0.650. (4) The reactants are C([Li])CCC.Br[C:7]1[CH:12]=[CH:11][N:10]=[C:9]([CH:13]([F:15])[F:14])[CH:8]=1.[Br:16][C:17]1[CH:22]=[C:21]([C:23]([C:31]2[CH:36]=[CH:35][CH:34]=[C:33]([F:37])[C:32]=2[C:38]#[N:39])=[N:24]S(C(C)(C)C)=O)[CH:20]=[CH:19][N:18]=1.Cl. The catalyst is C1COCC1.CO. The product is [Br:16][C:17]1[CH:22]=[C:21]([C:23]2([C:7]3[CH:12]=[CH:11][N:10]=[C:9]([CH:13]([F:15])[F:14])[CH:8]=3)[C:31]3[C:32](=[C:33]([F:37])[CH:34]=[CH:35][CH:36]=3)[C:38]([NH2:39])=[N:24]2)[CH:20]=[CH:19][N:18]=1. The yield is 0.200. (5) The reactants are O1[C:5]2([CH2:10][CH2:9][CH:8]([N:11]3[C:16](=[O:17])[C:15]([CH2:18][C:19]4[CH:24]=[CH:23][C:22]([C:25]5[C:26]([C:31]#[N:32])=[CH:27][CH:28]=[CH:29][CH:30]=5)=[CH:21][CH:20]=4)=[C:14]([CH2:33][CH2:34][CH3:35])[N:13]4[N:36]=[C:37]([CH3:39])[N:38]=[C:12]34)[CH2:7][CH2:6]2)[O:4]CC1.Cl.O1CCCC1. The catalyst is C(OCC)(=O)C. The product is [CH3:39][C:37]1[N:38]=[C:12]2[N:11]([CH:8]3[CH2:7][CH2:6][C:5](=[O:4])[CH2:10][CH2:9]3)[C:16](=[O:17])[C:15]([CH2:18][C:19]3[CH:20]=[CH:21][C:22]([C:25]4[C:26]([C:31]#[N:32])=[CH:27][CH:28]=[CH:29][CH:30]=4)=[CH:23][CH:24]=3)=[C:14]([CH2:33][CH2:34][CH3:35])[N:13]2[N:36]=1. The yield is 0.800.